Dataset: Forward reaction prediction with 1.9M reactions from USPTO patents (1976-2016). Task: Predict the product of the given reaction. (1) Given the reactants [CH3:1][O:2][C:3]1[CH:13]=[CH:12][C:6]([C:7]([N:9]=[C:10]=[S:11])=O)=[CH:5][CH:4]=1.[CH2:14]([NH:21][NH2:22])[C:15]1[CH:20]=[CH:19][CH:18]=[CH:17][CH:16]=1.C(N(CC)CC)C, predict the reaction product. The product is: [CH3:1][O:2][C:3]1[CH:13]=[CH:12][C:6]([C:7]2[NH:22][N:21]([CH2:14][C:15]3[CH:20]=[CH:19][CH:18]=[CH:17][CH:16]=3)[C:10](=[S:11])[N:9]=2)=[CH:5][CH:4]=1. (2) The product is: [NH:26]1[C:30]2[CH:31]=[C:32]([N:35]3[CH:39]([C:40]4[CH:41]=[CH:42][C:43]([C:46]5[CH:51]=[CH:50][CH:49]=[CH:48][CH:47]=5)=[CH:44][CH:45]=4)[C:38]([CH3:52])=[C:37]([O:53][CH3:3])[C:36]3=[O:54])[CH:33]=[CH:34][C:29]=2[N:28]=[CH:27]1. Given the reactants [OH-].[K+].[CH3:3]C1C=CC(S(N(N=O)C)(=O)=O)=CC=1.C(O)CO.CCOCC.[NH:26]1[C:30]2[CH:31]=[C:32]([N:35]3[CH:39]([C:40]4[CH:45]=[CH:44][C:43]([C:46]5[CH:51]=[CH:50][CH:49]=[CH:48][CH:47]=5)=[CH:42][CH:41]=4)[C:38]([CH3:52])=[C:37]([OH:53])[C:36]3=[O:54])[CH:33]=[CH:34][C:29]=2[N:28]=[CH:27]1, predict the reaction product. (3) Given the reactants C(OC(=O)CC1C2C(=CC=CC=2)C=C(N2CC3(CC3)N(CC3C=CC=CC=3)CC2)C=1)C.C([N:39]1[CH2:46][CH2:45][N:44]([C:47]2[CH:48]=[C:49]([CH2:57][C:58]([NH2:60])=[O:59])[C:50]3[C:55]([CH:56]=2)=[CH:54][CH:53]=[CH:52][CH:51]=3)[CH2:43][C:40]21[CH2:42][CH2:41]2)C1C=CC=CC=1.C(N)=O.C[O-].[Na+], predict the reaction product. The product is: [CH2:41]1[C:40]2([CH2:43][N:44]([C:47]3[CH:48]=[C:49]([CH2:57][C:58]([NH2:60])=[O:59])[C:50]4[C:55]([CH:56]=3)=[CH:54][CH:53]=[CH:52][CH:51]=4)[CH2:45][CH2:46][NH:39]2)[CH2:42]1. (4) Given the reactants C(OC(=O)[NH:10][CH2:11][CH2:12][CH2:13][N:14]([C:34]([O:36][C:37]([CH3:40])([CH3:39])[CH3:38])=[O:35])[CH:15]([CH2:25][NH:26][C:27]([O:29][C:30]([CH3:33])([CH3:32])[CH3:31])=[O:28])[CH2:16][NH:17][C:18]([O:20][C:21]([CH3:24])([CH3:23])[CH3:22])=[O:19])C1C=CC=CC=1, predict the reaction product. The product is: [C:30]([O:29][C:27](=[O:28])[NH:26][CH2:25][CH:15]([N:14]([CH2:13][CH2:12][CH2:11][NH2:10])[C:34]([O:36][C:37]([CH3:40])([CH3:39])[CH3:38])=[O:35])[CH2:16][NH:17][C:18](=[O:19])[O:20][C:21]([CH3:22])([CH3:23])[CH3:24])([CH3:32])([CH3:31])[CH3:33]. (5) Given the reactants CS([Cl:5])(=O)=O.[CH3:6][O:7][C:8]1[C:17]2[C:12](=[C:13]([O:18][CH3:19])[CH:14]=[CH:15][CH:16]=2)[CH:11]=[C:10]([CH2:20]O)[CH:9]=1.C(N(CC)CC)C, predict the reaction product. The product is: [Cl:5][CH2:20][C:10]1[CH:9]=[C:8]([O:7][CH3:6])[C:17]2[C:12](=[C:13]([O:18][CH3:19])[CH:14]=[CH:15][CH:16]=2)[CH:11]=1. (6) The product is: [Cl:1][C:2]1[CH:3]=[C:4]([C@H:8]([O:22][CH2:26][C:27]#[N:28])[C@@H:9]2[O:14][CH2:13][CH2:12][N:11]([C:15]([O:17][C:18]([CH3:19])([CH3:21])[CH3:20])=[O:16])[CH2:10]2)[CH:5]=[CH:6][CH:7]=1. Given the reactants [Cl:1][C:2]1[CH:3]=[C:4]([C@H:8]([OH:22])[C@@H:9]2[O:14][CH2:13][CH2:12][N:11]([C:15]([O:17][C:18]([CH3:21])([CH3:20])[CH3:19])=[O:16])[CH2:10]2)[CH:5]=[CH:6][CH:7]=1.[H-].[Na+].Br[CH2:26][C:27]#[N:28], predict the reaction product.